From a dataset of Reaction yield outcomes from USPTO patents with 853,638 reactions. Predict the reaction yield, written as a fraction of the theoretical maximum amount of product (1.0 means a 100% yield; for example, 0.34 means a 34% yield). (1) The reactants are [S:1]([NH:5][C:6]1[CH:13]=[CH:12][CH:11]=[C:10]([O:14][CH2:15][CH2:16][CH3:17])[C:7]=1[C:8]#[N:9])(=[O:4])(=[O:3])[NH2:2].[OH-].[Na+]. The catalyst is C(O)C. The product is [NH2:9][C:8]1[C:7]2[C:10]([O:14][CH2:15][CH2:16][CH3:17])=[CH:11][CH:12]=[CH:13][C:6]=2[NH:5][S:1](=[O:4])(=[O:3])[N:2]=1. The yield is 0.850. (2) The reactants are [F:1][C:2]([F:38])([F:37])[C:3]1[CH:4]=[C:5]([C@H:13]([O:15][C@H:16]2[CH2:20][N:19]([C:21]([O:23][C:24]([CH3:27])([CH3:26])[CH3:25])=[O:22])[C@@H:18](C=O)[C@@H:17]2[C:30]2[CH:35]=[CH:34][C:33]([F:36])=[CH:32][CH:31]=2)[CH3:14])[CH:6]=[C:7]([C:9]([F:12])([F:11])[F:10])[CH:8]=1.[CH3:39][O:40][C:41]([CH:43]=P(C1C=CC=CC=1)(C1C=CC=CC=1)C1C=CC=CC=1)=[O:42].[CH2:63](Cl)Cl. No catalyst specified. The product is [F:38][C:2]([F:1])([F:37])[C:3]1[CH:4]=[C:5]([C@H:13]([O:15][C@H:16]2[CH2:20][N:19]([C:21]([O:23][C:24]([CH3:27])([CH3:25])[CH3:26])=[O:22])[C@@H:18](/[CH:63]=[CH:43]/[C:41]([O:40][CH3:39])=[O:42])[C@@H:17]2[C:30]2[CH:35]=[CH:34][C:33]([F:36])=[CH:32][CH:31]=2)[CH3:14])[CH:6]=[C:7]([C:9]([F:12])([F:11])[F:10])[CH:8]=1. The yield is 0.900.